From a dataset of Forward reaction prediction with 1.9M reactions from USPTO patents (1976-2016). Predict the product of the given reaction. (1) Given the reactants [CH3:1][O:2][C:3](=[O:19])[CH:4]([NH:8][C:9](=[O:18])[C:10]1[C:15]([Cl:16])=[CH:14][CH:13]=[CH:12][C:11]=1[Cl:17])[CH2:5][CH:6]=[CH2:7].[CH2:20]([N:27]([C:34]1[CH:39]=[CH:38][C:37](I)=[CH:36][CH:35]=1)[C:28]1[N:33]=[CH:32][CH:31]=[CH:30][N:29]=1)[C:21]1[CH:26]=[CH:25][CH:24]=[CH:23][CH:22]=1, predict the reaction product. The product is: [CH3:1][O:2][C:3](=[O:19])[CH:4]([NH:8][C:9](=[O:18])[C:10]1[C:11]([Cl:17])=[CH:12][CH:13]=[CH:14][C:15]=1[Cl:16])[CH2:5]/[CH:6]=[CH:7]/[C:37]1[CH:36]=[CH:35][C:34]([N:27]([CH2:20][C:21]2[CH:26]=[CH:25][CH:24]=[CH:23][CH:22]=2)[C:28]2[N:33]=[CH:32][CH:31]=[CH:30][N:29]=2)=[CH:39][CH:38]=1. (2) Given the reactants [Br:1][C:2]1[CH:3]=[C:4]([NH:9][C:10]2[C:19]3[C:14](=[CH:15][N:16]=[C:17](F)[CH:18]=3)[N:13]=[CH:12][C:11]=2[C:21]#[N:22])[CH:5]=[CH:6][C:7]=1[CH3:8].[N:23]1([CH2:29][CH2:30][NH2:31])[CH2:28][CH2:27][O:26][CH2:25][CH2:24]1, predict the reaction product. The product is: [Br:1][C:2]1[CH:3]=[C:4]([NH:9][C:10]2[C:19]3[C:14](=[CH:15][N:16]=[C:17]([NH:31][CH2:30][CH2:29][N:23]4[CH2:28][CH2:27][O:26][CH2:25][CH2:24]4)[CH:18]=3)[N:13]=[CH:12][C:11]=2[C:21]#[N:22])[CH:5]=[CH:6][C:7]=1[CH3:8]. (3) Given the reactants [CH:1]1([NH:4][CH2:5][C:6]2([CH2:19][CH2:20][CH2:21][O:22][Si](C(C)(C)C)(C)C)[CH2:11][CH2:10][N:9]([C:12]([O:14][C:15]([CH3:18])([CH3:17])[CH3:16])=[O:13])[CH2:8][CH2:7]2)[CH2:3][CH2:2]1.[F-].C([N+](CCCC)(CCCC)CCCC)CCC, predict the reaction product. The product is: [CH:1]1([NH:4][CH2:5][C:6]2([CH2:19][CH2:20][CH2:21][OH:22])[CH2:7][CH2:8][N:9]([C:12]([O:14][C:15]([CH3:16])([CH3:17])[CH3:18])=[O:13])[CH2:10][CH2:11]2)[CH2:3][CH2:2]1. (4) Given the reactants [F:1][C@@H:2]1[C@@H:8]([OH:9])[C@@H:7]([OH:10])[CH2:6][O:5][CH:3]1[OH:4].Cl, predict the reaction product. The product is: [F:1][C@@H:2]1[C@@H:8]([OH:9])[C@H:7]([CH2:6][OH:5])[O:10][CH:3]1[OH:4].